From a dataset of Reaction yield outcomes from USPTO patents with 853,638 reactions. Predict the reaction yield, written as a fraction of the theoretical maximum amount of product (1.0 means a 100% yield; for example, 0.34 means a 34% yield). The reactants are [F:1][C:2]([F:14])([S:11]([OH:13])=[O:12])[CH2:3][O:4][C:5](=[O:10])[C:6]([CH3:9])([CH3:8])[CH3:7].[Na:15].[OH:16]O. The catalyst is O. The product is [F:14][C:2]([F:1])([S:11]([OH:16])(=[O:13])=[O:12])[CH2:3][O:4][C:5](=[O:10])[C:6]([CH3:8])([CH3:9])[CH3:7].[Na:15]. The yield is 0.910.